From a dataset of Full USPTO retrosynthesis dataset with 1.9M reactions from patents (1976-2016). Predict the reactants needed to synthesize the given product. The reactants are: [OH:1][C:2]1[CH:10]=[C:9]2[C:5]([CH:6]=[CH:7][NH:8]2)=[CH:4][CH:3]=1.C([O-])([O-])=O.[K+].[K+].C1(=O)O[CH2:20][CH2:19][O:18]1. Given the product [NH:8]1[C:9]2[C:5](=[CH:4][CH:3]=[C:2]([O:1][CH2:20][CH2:19][OH:18])[CH:10]=2)[CH:6]=[CH:7]1, predict the reactants needed to synthesize it.